From a dataset of Retrosynthesis with 50K atom-mapped reactions and 10 reaction types from USPTO. Predict the reactants needed to synthesize the given product. (1) Given the product Cc1cc(C)n(-c2ccc(C(=O)O)cc2)n1, predict the reactants needed to synthesize it. The reactants are: CC(=O)CC(C)=O.NNc1ccc(C(=O)O)cc1. (2) Given the product Cc1ccc(-c2ccc(C3(c4nnc5n4CCSC(C)(CO)C5)CC3)cc2)cc1, predict the reactants needed to synthesize it. The reactants are: Cc1ccc(-c2ccc(C3(c4nnc5n4CCSC(C)(CO[Si](C)(C)C(C)(C)C)C5)CC3)cc2)cc1. (3) Given the product CNCCCN1c2ccccc2N(c2cccc(F)c2C)S1(=O)=O, predict the reactants needed to synthesize it. The reactants are: CN.Cc1c(F)cccc1N1c2ccccc2N(CCCBr)S1(=O)=O. (4) Given the product COc1cc(C(=O)N2CCC3(CC2)CC(=O)c2cc(-c4nnn[nH]4)ccc2O3)cc(-c2ccccc2)n1, predict the reactants needed to synthesize it. The reactants are: COc1cc(C(=O)O)cc(-c2ccccc2)n1.O=C1CC2(CCNCC2)Oc2ccc(-c3nnn[nH]3)cc21. (5) Given the product C#CC(O)c1ccc(N(C)C)c(C(C)(C)C)c1, predict the reactants needed to synthesize it. The reactants are: C#C[Mg+].CN(C)c1ccc(C=O)cc1C(C)(C)C. (6) The reactants are: CN(c1ccccc1)c1cc2c(cn1)C(C)(C)CN2C(=O)OC(C)(C)C. Given the product CN(c1ccccc1)c1cc2c(cn1)C(C)(C)CN2, predict the reactants needed to synthesize it.